Dataset: Full USPTO retrosynthesis dataset with 1.9M reactions from patents (1976-2016). Task: Predict the reactants needed to synthesize the given product. (1) Given the product [CH3:1][Si:2]([CH3:9])([CH3:8])[O:3][Si:4]([CH3:7])([CH3:6])[CH2:5][CH2:11][CH2:12][CH3:13], predict the reactants needed to synthesize it. The reactants are: [CH3:1][Si:2]([CH3:9])([CH3:8])[O:3][Si:4]([CH3:7])([CH3:6])[CH3:5].F[C:11](F)(S(O)(=O)=O)[C:12](F)(F)[C:13](F)(F)C(F)(F)F.N. (2) Given the product [ClH:25].[ClH:25].[I:11][C:10]1[C:3]2[C:4](=[N:5][CH:6]=[N:7][C:2]=2[NH2:1])[N:8]([CH:12]2[CH2:17][CH2:16][CH2:15][NH:14][CH2:13]2)[N:9]=1, predict the reactants needed to synthesize it. The reactants are: [NH2:1][C:2]1[N:7]=[CH:6][N:5]=[C:4]2[N:8]([CH:12]3[CH2:17][CH2:16][CH2:15][N:14](C(OC(C)(C)C)=O)[CH2:13]3)[N:9]=[C:10]([I:11])[C:3]=12.[ClH:25]. (3) Given the product [C:1]([C:5]1[CH:6]=[C:7](/[CH:19]=[CH:20]/[C:21](=[O:29])[C:22]2[CH:23]=[CH:24][C:25]([CH3:28])=[CH:26][CH:27]=2)[CH:8]=[C:9]2[C:14]=1[O:13][C:12](=[O:15])[C:35]([C:34]([N:36]([CH2:44][CH3:39])[CH2:37][CH3:38])=[O:31])=[CH:10]2)([CH3:2])([CH3:3])[CH3:4], predict the reactants needed to synthesize it. The reactants are: [C:1]([C:5]1[CH:6]=[C:7](/[CH:19]=[CH:20]/[C:21](=[O:29])[C:22]2[CH:27]=[CH:26][C:25]([CH3:28])=[CH:24][CH:23]=2)[CH:8]=[C:9]2[C:14]=1[O:13][C:12](=[O:15])C(C(O)=O)=[CH:10]2)([CH3:4])([CH3:3])[CH3:2].S(Cl)(Cl)=[O:31].[CH2:34]([NH:36][CH2:37][CH3:38])[CH3:35].[CH:39]1[CH:44]=CC=CC=1. (4) Given the product [C:1]([O:5][C:6]([N:8]1[CH2:16][C@@H:15]2[C@H:10]([O:11][CH2:12][C:13]3[N:14]2[N:17]=[N:18][C:19]=3[C:24]2[CH2:25][CH2:26][O:21][CH2:22][CH:23]=2)[CH2:9]1)=[O:7])([CH3:4])([CH3:3])[CH3:2], predict the reactants needed to synthesize it. The reactants are: [C:1]([O:5][C:6]([N:8]1[CH2:16][C@@H:15]2[C@H:10]([O:11][CH2:12][C:13]3[N:14]2[N:17]=[N:18][C:19]=3I)[CH2:9]1)=[O:7])([CH3:4])([CH3:3])[CH3:2].[O:21]1[CH2:26][CH:25]=[C:24](B2OC(C)(C)C(C)(C)O2)[CH2:23][CH2:22]1.C([O-])([O-])=O.[K+].[K+].C(COC)OC.CCO.O. (5) Given the product [Cl:8][C:9]1[CH:10]=[CH:11][C:12]2[N:21]([C:22]([C:24]3[CH:41]=[CH:40][C:27]([CH2:28][NH:29][C:30](=[O:39])[CH2:31][CH2:32][CH:33]4[CH2:38][CH2:37][N:36]([S:3]([CH2:1][CH3:2])(=[O:5])=[O:4])[CH2:35][CH2:34]4)=[CH:26][C:25]=3[CH3:42])=[O:23])[CH2:20][C:19]3[CH:18]=[N:17][N:16]([CH3:43])[C:15]=3[NH:14][C:13]=2[CH:44]=1, predict the reactants needed to synthesize it. The reactants are: [CH2:1]([S:3](Cl)(=[O:5])=[O:4])[CH3:2].Cl.[Cl:8][C:9]1[CH:10]=[CH:11][C:12]2[N:21]([C:22]([C:24]3[CH:41]=[CH:40][C:27]([CH2:28][NH:29][C:30](=[O:39])[CH2:31][CH2:32][CH:33]4[CH2:38][CH2:37][NH:36][CH2:35][CH2:34]4)=[CH:26][C:25]=3[CH3:42])=[O:23])[CH2:20][C:19]3[CH:18]=[N:17][N:16]([CH3:43])[C:15]=3[NH:14][C:13]=2[CH:44]=1.